This data is from Forward reaction prediction with 1.9M reactions from USPTO patents (1976-2016). The task is: Predict the product of the given reaction. (1) Given the reactants [C:1]([C:3]1[CH:35]=[CH:34][C:6]([CH2:7][C@@:8]23[CH2:15][C@@H:14]([O:16][Si](C(C)(C)C)(C)C)[CH2:13][N:12]2[C:11](=[O:24])[N:10]([C:25]2[CH:30]=[C:29]([Cl:31])[CH:28]=[C:27]([Cl:32])[CH:26]=2)[C:9]3=[O:33])=[CH:5][CH:4]=1)#[N:2].N1C=CC=CC=1, predict the reaction product. The product is: [C:1]([C:3]1[CH:4]=[CH:5][C:6]([CH2:7][C@@:8]23[CH2:15][C@@H:14]([OH:16])[CH2:13][N:12]2[C:11](=[O:24])[N:10]([C:25]2[CH:30]=[C:29]([Cl:31])[CH:28]=[C:27]([Cl:32])[CH:26]=2)[C:9]3=[O:33])=[CH:34][CH:35]=1)#[N:2]. (2) Given the reactants [CH3:1][C:2]([O:5][C:6]([NH:8][C@H:9]([C:31]([OH:33])=[O:32])[CH2:10][S:11][C:12]([C:25]1[CH:30]=[CH:29][CH:28]=[CH:27][CH:26]=1)([C:19]1[CH:24]=[CH:23][CH:22]=[CH:21][CH:20]=1)[C:13]1[CH:18]=[CH:17][CH:16]=[CH:15][CH:14]=1)=[O:7])([CH3:4])[CH3:3].[NH2:34][C@H:35]([C:44]([O:46][CH3:47])=[O:45])[CH2:36][C:37]1[CH:42]=[CH:41][C:40]([OH:43])=[CH:39][CH:38]=1.Cl.CN1CCOCC1.O.ON1C2C=CC=CC=2N=N1.C1(N=C=NC2CCCCC2)CCCCC1, predict the reaction product. The product is: [CH3:4][C:2]([O:5][C:6]([NH:8][C@@H:9]([C:31]([OH:33])=[O:32])[CH2:10][S:11][C:12]([C:19]1[CH:24]=[CH:23][CH:22]=[CH:21][CH:20]=1)([C:25]1[CH:26]=[CH:27][CH:28]=[CH:29][CH:30]=1)[C:13]1[CH:18]=[CH:17][CH:16]=[CH:15][CH:14]=1)=[O:7])([CH3:1])[CH3:3].[CH3:47][O:46][C:44]([C@@H:35]([NH2:34])[CH2:36][C:37]1[CH:38]=[CH:39][C:40]([OH:43])=[CH:41][CH:42]=1)=[O:45]. (3) Given the reactants [Br:1][C:2]1[CH:6]=[N:5][N:4]([CH3:7])[C:3]=1[NH:8][C:9]1[CH:14]=[CH:13][C:12](I)=[CH:11][CH:10]=1.[Cl:16][C:17]1[CH:18]=[C:19](B(O)O)[CH:20]=[CH:21][C:22]=1[C:23]([F:26])([F:25])[F:24].C(=O)([O-])[O-].[Cs+].[Cs+].COCCOC, predict the reaction product. The product is: [Br:1][C:2]1[CH:6]=[N:5][N:4]([CH3:7])[C:3]=1[NH:8][C:9]1[CH:14]=[CH:13][C:12]([C:19]2[CH:20]=[CH:21][C:22]([C:23]([F:25])([F:26])[F:24])=[C:17]([Cl:16])[CH:18]=2)=[CH:11][CH:10]=1. (4) Given the reactants [Cl:1][C:2]1[CH:3]=[C:4]([NH2:9])[CH:5]=[C:6]([NH2:8])[CH:7]=1.[F:10][C:11]([F:21])([F:20])[C:12](=[O:19])[CH2:13][C:14](OCC)=[O:15], predict the reaction product. The product is: [NH2:8][C:6]1[CH:7]=[C:2]([Cl:1])[CH:3]=[C:4]2[C:5]=1[C:12]([OH:19])([C:11]([F:21])([F:20])[F:10])[CH2:13][C:14](=[O:15])[NH:9]2. (5) Given the reactants [C:1]([N:4]([CH2:20][C:21]1[CH:26]=[C:25]([C:27]([F:30])([F:29])[F:28])[CH:24]=[C:23]([C:31]([F:34])([F:33])[F:32])[CH:22]=1)[CH:5]1[CH2:11][CH2:10][CH2:9][N:8]([C:12](Cl)=[O:13])[C:7]2[CH:15]=[C:16]([Cl:19])[CH:17]=[CH:18][C:6]1=2)(=[O:3])[CH3:2].[NH3:35], predict the reaction product. The product is: [C:1]([N:4]([CH2:20][C:21]1[CH:26]=[C:25]([C:27]([F:30])([F:29])[F:28])[CH:24]=[C:23]([C:31]([F:33])([F:32])[F:34])[CH:22]=1)[CH:5]1[CH2:11][CH2:10][CH2:9][N:8]([C:12]([NH2:35])=[O:13])[C:7]2[CH:15]=[C:16]([Cl:19])[CH:17]=[CH:18][C:6]1=2)(=[O:3])[CH3:2]. (6) Given the reactants [NH2:1][C:2]1[CH:3]=[C:4]([NH:12][C:13](=O)OC(C)(C)C)[CH:5]=[C:6]([C:8]([F:11])([F:10])[F:9])[CH:7]=1.C(=O)([O-])[O-].[Cs+].[Cs+].Cl.[CH3:27][N:28]([CH3:32])[CH2:29]C[Cl:31].Cl.C(OCC)C, predict the reaction product. The product is: [ClH:31].[CH3:27][N:28]([CH3:32])[CH2:29][CH2:13][NH:12][C:4]1[CH:5]=[C:6]([C:8]([F:9])([F:10])[F:11])[CH:7]=[C:2]([NH2:1])[CH:3]=1. (7) Given the reactants [CH3:1][O:2][C:3]1[C:4]([C:28](O)=[O:29])=[CH:5][C:6]2[N:10]=[C:9]([NH:11][C:12]3[S:13][C:14]4[CH:20]=[C:19]([O:21][C:22]([F:25])([F:24])[F:23])[CH:18]=[CH:17][C:15]=4[N:16]=3)[N:8]([CH3:26])[C:7]=2[CH:27]=1.[CH2:31]([NH2:33])[CH3:32].CN(C(ON1N=NC2C=CC=CC1=2)=[N+](C)C)C.F[P-](F)(F)(F)(F)F.CCN(C(C)C)C(C)C, predict the reaction product. The product is: [CH2:31]([NH:33][C:28]([C:4]1[C:3]([O:2][CH3:1])=[CH:27][C:7]2[N:8]([CH3:26])[C:9]([NH:11][C:12]3[S:13][C:14]4[CH:20]=[C:19]([O:21][C:22]([F:23])([F:25])[F:24])[CH:18]=[CH:17][C:15]=4[N:16]=3)=[N:10][C:6]=2[CH:5]=1)=[O:29])[CH3:32]. (8) Given the reactants [CH3:1][C:2]1[CH:7]=[CH:6][C:5]([S:8][C:9]2[CH:14]=[CH:13][C:12]([OH:15])=[CH:11][CH:10]=2)=[C:4]([NH:16][C:17]2[C:26]3[C:21](=[N:22][C:23]([CH3:27])=[CH:24][CH:25]=3)[N:20]=[CH:19][CH:18]=2)[CH:3]=1.[CH2:28]([S:30](Cl)(=[O:32])=[O:31])[CH3:29], predict the reaction product. The product is: [CH3:1][C:2]1[CH:7]=[CH:6][C:5]([S:8][C:9]2[CH:10]=[CH:11][C:12]([O:15][S:30]([CH2:28][CH3:29])(=[O:32])=[O:31])=[CH:13][CH:14]=2)=[C:4]([NH:16][C:17]2[C:26]3[C:21](=[N:22][C:23]([CH3:27])=[CH:24][CH:25]=3)[N:20]=[CH:19][CH:18]=2)[CH:3]=1. (9) Given the reactants CC(O)=O.[C:5]([O:8][C@@H:9]1[C@@H:14]([O:15][C:16](=[O:18])[CH3:17])[C@H:13]([O:19][C:20](=[O:22])[CH3:21])[CH2:12][O:11][C@@H:10]1[CH2:23][CH2:24][CH2:25][CH2:26][O:27][C:28]1[CH:33]=[C:32]([CH3:34])[C:31]([NH:35][C:36]([CH:38]2[C:43]([CH3:45])([CH3:44])[CH2:42][O:41]C(C)(C)[O:39]2)=[O:37])=[C:30]([CH3:48])[CH:29]=1)(=[O:7])[CH3:6], predict the reaction product. The product is: [OH:39][CH:38]([C:43]([CH3:45])([CH3:44])[CH2:42][OH:41])[C:36]([NH:35][C:31]1[C:30]([CH3:48])=[CH:29][C:28]([O:27][CH2:26][CH2:25][CH2:24][CH2:23][C@H:10]2[O:11][CH2:12][C@@H:13]([O:19][C:20](=[O:22])[CH3:21])[C@H:14]([O:15][C:16](=[O:18])[CH3:17])[C@H:9]2[O:8][C:5](=[O:7])[CH3:6])=[CH:33][C:32]=1[CH3:34])=[O:37].